Task: Predict the reactants needed to synthesize the given product.. Dataset: Full USPTO retrosynthesis dataset with 1.9M reactions from patents (1976-2016) (1) Given the product [C:30]([C:3]1[C:4]([O:23][CH:24]2[CH2:25][CH2:26][N:27]([C:33](=[O:37])[C@H:34]([OH:35])[CH3:36])[CH2:28][CH2:29]2)=[N:5][C:6]2[N:7]([N:8]=[CH:9][C:10]=2[C:11]2[CH:12]=[N:13][C:14]([C:17]3[CH:18]=[CH:19][CH:20]=[CH:21][CH:22]=3)=[CH:15][CH:16]=2)[C:2]=1[NH2:1])(=[O:32])[CH3:31], predict the reactants needed to synthesize it. The reactants are: [NH2:1][C:2]1[N:7]2[N:8]=[CH:9][C:10]([C:11]3[CH:12]=[N:13][C:14]([C:17]4[CH:22]=[CH:21][CH:20]=[CH:19][CH:18]=4)=[CH:15][CH:16]=3)=[C:6]2[N:5]=[C:4]([O:23][CH:24]2[CH2:29][CH2:28][NH:27][CH2:26][CH2:25]2)[C:3]=1[C:30](=[O:32])[CH3:31].[C:33](O)(=[O:37])[C@@H:34]([CH3:36])[OH:35].C1C=CC2N(O)N=NC=2C=1.CCN(C(C)C)C(C)C. (2) Given the product [CH:1]1([O:4][C:5]2[CH:6]=[C:7]([C:15]3[NH:24][C:18]4[CH:19]=[N:20][NH:21][C:22](=[O:23])[C:17]=4[C:16]=3[CH2:33][OH:34])[CH:8]=[CH:9][C:10]=2[O:11][CH:12]([F:13])[F:14])[CH2:2][CH2:3]1, predict the reactants needed to synthesize it. The reactants are: [CH:1]1([O:4][C:5]2[CH:6]=[C:7]([C:15]3[N:24](COCC[Si](C)(C)C)[C:18]4[CH:19]=[N:20][NH:21][C:22](=[O:23])[C:17]=4[C:16]=3[CH2:33][OH:34])[CH:8]=[CH:9][C:10]=2[O:11][CH:12]([F:14])[F:13])[CH2:3][CH2:2]1. (3) Given the product [Cl:1][C:2]1[CH:7]=[CH:6][CH:5]=[CH:4][C:3]=1[C:8]1[O:12][N:11]=[CH:10][C:9]=1[C:13]([N:20]1[CH2:21][CH2:22][CH2:23][C@@H:19]1[CH2:18][O:17][CH3:16])=[O:15], predict the reactants needed to synthesize it. The reactants are: [Cl:1][C:2]1[CH:7]=[CH:6][CH:5]=[CH:4][C:3]=1[C:8]1[O:12][N:11]=[CH:10][C:9]=1[C:13]([OH:15])=O.[CH3:16][O:17][CH2:18][C@H:19]1[CH2:23][CH2:22][CH2:21][NH:20]1. (4) The reactants are: [F:1][C:2]1[C:11]([F:12])=[CH:10][CH:9]=[C:8]2[C:3]=1[CH:4]=[CH:5][C:6](Br)=[CH:7]2.BrC1C=C2C(=CC=1)C(F)=C(N)C=C2.F[B-](F)(F)F.[H+].FC1C=C2C(=CC=1)C=C(Br)C=C2.[CH2:45]([CH:50]1[CH2:55][CH2:54][CH:53]=[CH:52][CH2:51]1)[CH2:46][CH2:47][CH2:48][CH3:49]. Given the product [F:1][C:2]1[C:11]([F:12])=[CH:10][CH:9]=[C:8]2[C:3]=1[CH:4]=[CH:5][C:6]([C@H:53]1[CH2:52][CH2:51][C@H:50]([CH2:45][CH2:46][CH2:47][CH2:48][CH3:49])[CH2:55][CH2:54]1)=[CH:7]2, predict the reactants needed to synthesize it.